This data is from Full USPTO retrosynthesis dataset with 1.9M reactions from patents (1976-2016). The task is: Predict the reactants needed to synthesize the given product. (1) Given the product [ClH:1].[ClH:1].[Cl:13][CH:3]([CH2:4][CH2:5][NH2:6])[CH2:7][C@@H:8]([C:9]([OH:11])=[O:10])[NH2:12], predict the reactants needed to synthesize it. The reactants are: [Cl:1]Cl.[CH2:3]([CH2:7][C@H:8]([NH2:12])[C:9]([OH:11])=[O:10])[CH2:4][CH2:5][NH2:6].[ClH:13]. (2) Given the product [N:1]1[N:2]=[C:3]([C:12]2([C:17]3[S:18][CH:19]=[CH:20][CH:21]=3)[CH2:13][C:14](=[O:16])[CH2:15]2)[N:4]2[CH2:11][CH2:10][CH2:9][CH2:8][CH2:7][CH2:6][C:5]=12, predict the reactants needed to synthesize it. The reactants are: [N:1]1[N:2]=[C:3]([C:12]2([C:17]3[S:18][CH:19]=[CH:20][CH:21]=3)[CH2:15][CH:14]([OH:16])[CH2:13]2)[N:4]2[CH2:11][CH2:10][CH2:9][CH2:8][CH2:7][CH2:6][C:5]=12.C[N+]1([O-])CCOCC1. (3) Given the product [C:44]([CH2:43][CH2:42][C:10]1[C:11]([CH2:15][CH2:16][CH2:17][CH2:18][CH2:19][CH2:20][O:21][C:22]2[CH:23]=[C:24]([C:32]3[CH:37]=[CH:36][C:35]([S:38]([CH3:41])(=[O:39])=[O:40])=[CH:34][CH:33]=3)[CH:25]=[C:26]([CH2:28][O:29][CH2:30][CH3:31])[CH:27]=2)=[CH:12][CH:13]=[CH:14][C:9]=1[O:8][CH2:7][CH2:6][CH2:5][C:4]([OH:49])=[O:3])([OH:46])=[O:45], predict the reactants needed to synthesize it. The reactants are: C([O:3][C:4](=[O:49])[CH2:5][CH2:6][CH2:7][O:8][C:9]1[CH:14]=[CH:13][CH:12]=[C:11]([CH2:15][CH2:16][CH2:17][CH2:18][CH2:19][CH2:20][O:21][C:22]2[CH:23]=[C:24]([C:32]3[CH:37]=[CH:36][C:35]([S:38]([CH3:41])(=[O:40])=[O:39])=[CH:34][CH:33]=3)[CH:25]=[C:26]([CH2:28][O:29][CH2:30][CH3:31])[CH:27]=2)[C:10]=1[CH2:42][CH2:43][C:44]([O:46]CC)=[O:45])C.[OH-].[Na+].